Dataset: Reaction yield outcomes from USPTO patents with 853,638 reactions. Task: Predict the reaction yield, written as a fraction of the theoretical maximum amount of product (1.0 means a 100% yield; for example, 0.34 means a 34% yield). (1) The reactants are Cl[CH2:2][C:3]([NH:5][CH:6]1[CH2:8][CH2:7]1)=[O:4].[Br:9][C:10]1[CH:11]=[C:12]([SH:16])[CH:13]=[CH:14][CH:15]=1.C([O-])([O-])=O.[K+].[K+]. The catalyst is CC(C)=O. The product is [Br:9][C:10]1[CH:11]=[C:12]([S:16][CH2:2][C:3]([NH:5][CH:6]2[CH2:8][CH2:7]2)=[O:4])[CH:13]=[CH:14][CH:15]=1. The yield is 0.960. (2) The reactants are F[C:2](F)(F)C(O)=O.C([Zn]CC)C.ICI.[I:16][C:17](=[CH2:37])[CH2:18][C@H:19]([CH2:28][O:29][Si:30]([CH3:36])([CH3:35])[C:31]([CH3:34])([CH3:33])[CH3:32])[O:20][Si:21]([CH3:27])([CH3:26])[C:22]([CH3:25])([CH3:24])[CH3:23]. The catalyst is ClCCCl. The product is [I:16][C:17]1([CH2:18][C@H:19]([CH2:28][O:29][Si:30]([CH3:36])([CH3:35])[C:31]([CH3:34])([CH3:33])[CH3:32])[O:20][Si:21]([CH3:27])([CH3:26])[C:22]([CH3:25])([CH3:24])[CH3:23])[CH2:2][CH2:37]1. The yield is 0.770. (3) The reactants are [N:1]1[N:9]2[C:4]([O:5][CH2:6][CH2:7][CH2:8]2)=[C:3]([C:10]([OH:12])=O)[CH:2]=1.Cl.CN(C)CCCN=C=NCC.O.ON1C2C=CC=CC=2N=N1.CCN(C(C)C)C(C)C.Cl.[CH3:46][NH:47][O:48][CH3:49].C([O-])(O)=O.[Na+]. The catalyst is CN(C)C1C=CN=CC=1.C(#N)C. The product is [CH3:49][O:48][N:47]([CH3:46])[C:10]([C:3]1[CH:2]=[N:1][N:9]2[CH2:8][CH2:7][CH2:6][O:5][C:4]=12)=[O:12]. The yield is 0.880. (4) The reactants are FC(F)(F)C(O[C:6](=[O:11])[C:7](F)(F)F)=O.[Br:14][C:15]1[C:24]([CH3:25])=[CH:23][CH:22]=[C:21]2[C:16]=1[CH:17]=CC=[N+:20]2[O-].C([O-])(O)=O.[Na+]. The catalyst is CN(C=O)C. The product is [Br:14][C:15]1[C:24]([CH3:25])=[CH:23][CH:22]=[C:21]2[C:16]=1[CH:17]=[CH:7][C:6](=[O:11])[NH:20]2. The yield is 0.810. (5) The reactants are S(S([O-])=O)([O-])=O.[Na+].[Na+].[F:9][C:10]1[CH:11]=[C:12]([CH2:16][CH2:17][C:18]2[O:22][C:21]([C:23]3[CH:24]=[CH:25][C:26]([N+:38]([O-])=O)=[C:27]([CH:37]=3)[NH:28][C:29]3[CH:34]=[CH:33][C:32]([O:35][CH3:36])=[CH:31][CH:30]=3)=[N:20][N:19]=2)[CH:13]=[CH:14][CH:15]=1.O1CCCC1.C(=O)([O-])O.[Na+]. The catalyst is C(O)C. The product is [F:9][C:10]1[CH:11]=[C:12]([CH2:16][CH2:17][C:18]2[O:22][C:21]([C:23]3[CH:37]=[C:27]([NH:28][C:29]4[CH:30]=[CH:31][C:32]([O:35][CH3:36])=[CH:33][CH:34]=4)[C:26]([NH2:38])=[CH:25][CH:24]=3)=[N:20][N:19]=2)[CH:13]=[CH:14][CH:15]=1. The yield is 0.710. (6) The reactants are [S:1]1[CH:5]=[CH:4][CH:3]=[CH:2]1.C([Li])CCC.I[CH2:12][CH:13]([CH2:22][CH2:23][CH2:24][CH2:25][CH2:26][CH3:27])[CH2:14][CH2:15][CH2:16][CH2:17][CH2:18][CH2:19][CH2:20][CH3:21].O. The catalyst is C1COCC1. The product is [CH2:22]([CH:13]([CH2:14][CH2:15][CH2:16][CH2:17][CH2:18][CH2:19][CH2:20][CH3:21])[CH2:12][C:2]1[S:1][CH:5]=[CH:4][CH:3]=1)[CH2:23][CH2:24][CH2:25][CH2:26][CH3:27]. The yield is 0.770. (7) The yield is 0.690. The reactants are [CH:1]1[C:13]2[CH:12]([CH2:14][O:15][C:16]([NH:18][C:19]([CH3:44])([C:21]([NH:23][C@H:24]([C:28]([N:30]([C@@H:32]([C@@H:40]([CH3:43])[CH2:41][CH3:42])[C@H:33]([O:38][CH3:39])[CH2:34][C:35](O)=[O:36])[CH3:31])=[O:29])[CH:25]([CH3:27])[CH3:26])=[O:22])[CH3:20])=[O:17])[C:11]3[C:6](=[CH:7][CH:8]=[CH:9][CH:10]=3)[C:5]=2[CH:4]=[CH:3][CH:2]=1.Cl.[CH3:46][O:47][C@@H:48]([C@@H:64]1[CH2:68][CH2:67][CH2:66][NH:65]1)[C@@H:49]([CH3:63])[C:50]([NH:52][CH2:53][C:54]1([C:57]2[CH:62]=[CH:61][CH:60]=[CH:59][CH:58]=2)[CH2:56][CH2:55]1)=[O:51].CN(C(ON1N=NC2C=CC=NC1=2)=[N+](C)C)C.F[P-](F)(F)(F)(F)F.C(N(CC)CC)C. The product is [CH:1]1[C:13]2[CH:12]([CH2:14][O:15][C:16]([NH:18][C:19]([CH3:44])([C:21]([NH:23][C@H:24]([C:28]([N:30]([C@@H:32]([C@@H:40]([CH3:43])[CH2:41][CH3:42])[C@H:33]([O:38][CH3:39])[CH2:34][C:35]([N:65]3[CH2:66][CH2:67][CH2:68][C@H:64]3[C@H:48]([O:47][CH3:46])[C@@H:49]([CH3:63])[C:50](=[O:51])[NH:52][CH2:53][C:54]3([C:57]4[CH:62]=[CH:61][CH:60]=[CH:59][CH:58]=4)[CH2:55][CH2:56]3)=[O:36])[CH3:31])=[O:29])[CH:25]([CH3:27])[CH3:26])=[O:22])[CH3:20])=[O:17])[C:11]3[C:6](=[CH:7][CH:8]=[CH:9][CH:10]=3)[C:5]=2[CH:4]=[CH:3][CH:2]=1. The catalyst is CN(C)C=O.ClCCl.